This data is from Forward reaction prediction with 1.9M reactions from USPTO patents (1976-2016). The task is: Predict the product of the given reaction. (1) Given the reactants [CH:1]1([NH:4][C:5]([C:7]2[CH:8]=[C:9]([F:31])[C:10]([CH3:30])=[C:11]([C:13]3[CH:18]=[CH:17][C:16]([C:19]([NH:21][NH:22]C(OC(C)(C)C)=O)=[O:20])=[CH:15][CH:14]=3)[CH:12]=2)=[O:6])[CH2:3][CH2:2]1.CO, predict the reaction product. The product is: [CH:1]1([NH:4][C:5]([C:7]2[CH:12]=[C:11]([C:13]3[CH:18]=[CH:17][C:16]([C:19]([NH:21][NH2:22])=[O:20])=[CH:15][CH:14]=3)[C:10]([CH3:30])=[C:9]([F:31])[CH:8]=2)=[O:6])[CH2:3][CH2:2]1. (2) The product is: [C:1]([O:5][C:6]([N:8]1[CH2:9][CH2:10][CH:11]([O:14][C:15]2[CH:20]=[CH:19][C:18]([C:21](=[O:23])/[CH:22]=[CH:36]/[C:32]3[CH:31]=[C:30]4[C:35](=[CH:34][CH:33]=3)[C:27](=[N:26][O:25][CH3:24])[CH2:28][CH2:29]4)=[CH:17][CH:16]=2)[CH2:12][CH2:13]1)=[O:7])([CH3:4])([CH3:2])[CH3:3]. Given the reactants [C:1]([O:5][C:6]([N:8]1[CH2:13][CH2:12][CH:11]([O:14][C:15]2[CH:20]=[CH:19][C:18]([C:21](=[O:23])[CH3:22])=[CH:17][CH:16]=2)[CH2:10][CH2:9]1)=[O:7])([CH3:4])([CH3:3])[CH3:2].[CH3:24][O:25][N:26]=[C:27]1[C:35]2[C:30](=[CH:31][C:32]([CH:36]=O)=[CH:33][CH:34]=2)[CH2:29][CH2:28]1, predict the reaction product. (3) Given the reactants FC1C=CC(C2C3C(=CC=CC=3)N(C(C)C)C=2)=CC=1.P(Cl)(Cl)(Cl)=O.CO/C=C/C#N.C(=O)([O-])O.[Na+].[F:36][C:37]1[CH:42]=[CH:41][C:40]([C:43]2[C:51]3[C:46](=[CH:47][CH:48]=[CH:49][CH:50]=3)[N:45]([CH:52]([CH3:54])[CH3:53])[C:44]=2[CH:55]=[CH:56][C:57]#[N:58])=[CH:39][CH:38]=1, predict the reaction product. The product is: [F:36][C:37]1[CH:42]=[CH:41][C:40]([C:43]2[C:51]3[C:46](=[CH:47][CH:48]=[CH:49][CH:50]=3)[N:45]([CH:52]([CH3:53])[CH3:54])[C:44]=2/[CH:55]=[CH:56]/[C:57]#[N:58])=[CH:39][CH:38]=1.